Dataset: Forward reaction prediction with 1.9M reactions from USPTO patents (1976-2016). Task: Predict the product of the given reaction. (1) Given the reactants Br[C:2]1[C:3]([CH:8]([C:10]2[CH:15]=[CH:14][C:13]([C:16]([F:19])([F:18])[F:17])=[CH:12][CH:11]=2)[OH:9])=[N:4][CH:5]=[N:6][CH:7]=1.[CH:20]([N:22]1[C:30](=[O:31])[C:29]2[C:24](=[CH:25][CH:26]=[CH:27][CH:28]=2)[C:23]1=[O:32])=[CH2:21].C1(P(C2CCCCC2)C2C=CC=CC=2C2C=CC=CC=2)CCCCC1.CCN(CC)CC, predict the reaction product. The product is: [F:17][C:16]([F:19])([F:18])[C:13]1[CH:14]=[CH:15][C:10]([C:8]([C:3]2[C:2]([CH2:21][CH2:20][N:22]3[C:23](=[O:32])[C:24]4[C:29](=[CH:28][CH:27]=[CH:26][CH:25]=4)[C:30]3=[O:31])=[CH:7][N:6]=[CH:5][N:4]=2)=[O:9])=[CH:11][CH:12]=1. (2) Given the reactants [CH3:1][O:2][C:3]1[CH:4]=[C:5]([CH:8]=[C:9]([O:14][CH3:15])[C:10]=1[CH:11]([CH3:13])[CH3:12])[CH2:6]Br.[C:16]([C:24]1[CH:29]=[CH:28][CH:27]=[CH:26][CH:25]=1)(=[O:23])[C:17]1[CH:22]=[CH:21][CH:20]=[CH:19][CH:18]=1, predict the reaction product. The product is: [CH3:1][O:2][C:3]1[CH:4]=[C:5]([CH2:6][C:16]([C:17]2[CH:22]=[CH:21][CH:20]=[CH:19][CH:18]=2)([C:24]2[CH:29]=[CH:28][CH:27]=[CH:26][CH:25]=2)[OH:23])[CH:8]=[C:9]([O:14][CH3:15])[C:10]=1[CH:11]([CH3:13])[CH3:12]. (3) Given the reactants [Cl:1][C:2]1[C:3]([OH:27])=[C:4]([C:9]2[S:13][C:12]([NH:14][C:15](=[O:26])[NH:16][C:17]3[CH:18]=[C:19]([CH:23]=[CH:24][CH:25]=3)[C:20](O)=[O:21])=[N:11][N:10]=2)[CH:5]=[C:6]([Cl:8])[CH:7]=1.[CH:28]1[CH:29]=[CH:30][C:31]2N(O)N=[N:34][C:32]=2[CH:33]=1.NC1C=CC=CC=1.CCN(C(C)C)C(C)C.CCN=C=NCCCN(C)C, predict the reaction product. The product is: [Cl:1][C:2]1[C:3]([OH:27])=[C:4]([C:9]2[S:13][C:12]([NH:14][C:15](=[O:26])[NH:16][C:17]3[CH:18]=[C:19]([CH:23]=[CH:24][CH:25]=3)[C:20]([NH:34][C:32]3[CH:33]=[CH:28][CH:29]=[CH:30][CH:31]=3)=[O:21])=[N:11][N:10]=2)[CH:5]=[C:6]([Cl:8])[CH:7]=1.